From a dataset of Retrosynthesis with 50K atom-mapped reactions and 10 reaction types from USPTO. Predict the reactants needed to synthesize the given product. (1) Given the product CCOC(=O)C1(CO)CCNCC1, predict the reactants needed to synthesize it. The reactants are: CCOC(=O)C1(CO)CCN(C(=O)OC(C)(C)C)CC1. (2) Given the product O=C(O)c1ccc(C(=O)NCc2cn(-c3ccccc3)c3cc(Cl)ccc3c2=O)cc1, predict the reactants needed to synthesize it. The reactants are: COC(=O)c1ccc(C(=O)NCc2cn(-c3ccccc3)c3cc(Cl)ccc3c2=O)cc1.